From a dataset of Forward reaction prediction with 1.9M reactions from USPTO patents (1976-2016). Predict the product of the given reaction. (1) Given the reactants C[O:2][C:3](=[O:32])[CH2:4][CH2:5][NH:6][C:7](=[O:31])[C:8]1[CH:13]=[CH:12][C:11]([CH:14]([S:21][C:22]2[CH:27]=[C:26]([CH3:28])[C:25](Br)=[C:24]([CH3:30])[CH:23]=2)[CH2:15][CH2:16][C:17]([F:20])([F:19])[F:18])=[CH:10][CH:9]=1.[C:33]([C:37]1[CH:42]=[CH:41][C:40](B(O)O)=[CH:39][CH:38]=1)([CH3:36])([CH3:35])[CH3:34], predict the reaction product. The product is: [C:33]([C:37]1[CH:42]=[CH:41][C:40]([C:25]2[C:26]([CH3:28])=[CH:27][C:22]([S:21][CH:14]([C:11]3[CH:12]=[CH:13][C:8]([C:7]([NH:6][CH2:5][CH2:4][C:3]([OH:2])=[O:32])=[O:31])=[CH:9][CH:10]=3)[CH2:15][CH2:16][C:17]([F:18])([F:19])[F:20])=[CH:23][C:24]=2[CH3:30])=[CH:39][CH:38]=1)([CH3:36])([CH3:35])[CH3:34]. (2) Given the reactants [F:1][C:2]1[CH:7]=[CH:6][C:5]([CH2:8][CH2:9][NH:10][S:11]([C:14]2[CH:18]=[C:17](Cl)[S:16][CH:15]=2)(=[O:13])=[O:12])=[CH:4][CH:3]=1.[CH:20]([Sn](CCCC)(CCCC)CCCC)=[CH2:21].[F-].[Cs+].O1CCOC[CH2:38]1, predict the reaction product. The product is: [F:1][C:2]1[CH:7]=[CH:6][C:5]([CH2:8][CH2:9][N:10]([CH3:38])[S:11]([C:14]2[CH:18]=[C:17]([CH:20]=[CH2:21])[S:16][CH:15]=2)(=[O:13])=[O:12])=[CH:4][CH:3]=1. (3) Given the reactants [CH2:1]([OH:8])[CH:2]([OH:7])[CH2:3][CH2:4][CH2:5][OH:6].[C:9]1(C)[CH:14]=CC(S(O)(=O)=O)=C[CH:10]=1.COC(OC)(C)C, predict the reaction product. The product is: [CH3:10][C:9]1([CH3:14])[O:7][CH:2]([CH2:3][CH2:4][CH2:5][OH:6])[CH2:1][O:8]1. (4) Given the reactants [F:1][C:2]1[C:7]([C:8]#[C:9][Si](C)(C)C)=[CH:6][CH:5]=[CH:4][N:3]=1.[F-].C([N+](CCCC)(CCCC)CCCC)CCC, predict the reaction product. The product is: [C:8]([C:7]1[C:2]([F:1])=[N:3][CH:4]=[CH:5][CH:6]=1)#[CH:9]. (5) Given the reactants [NH:1]1[C:9]2[CH2:8][CH2:7][CH2:6][C:5](=[O:10])[C:4]=2[CH:3]=[CH:2]1.[OH-].[Na+].Br[CH2:14][CH2:15][CH2:16][CH2:17][Cl:18].C(OCC)(=O)C.ClCCl, predict the reaction product. The product is: [Cl:18][CH2:17][CH2:16][CH2:15][CH2:14][N:1]1[C:9]2[CH2:8][CH2:7][CH2:6][C:5](=[O:10])[C:4]=2[CH:3]=[CH:2]1. (6) Given the reactants Cl.[F:2][CH:3]([F:12])[C@H:4]1[CH2:9][NH:8][CH2:7][C@@H:6]([OH:10])[C@@H:5]1[OH:11].C([O-])([O-])=O.[K+].[K+].[CH2:19](Br)[CH2:20][CH2:21][CH3:22], predict the reaction product. The product is: [CH2:19]([N:8]1[CH2:9][CH:4]([CH:3]([F:2])[F:12])[CH:5]([OH:11])[CH:6]([OH:10])[CH2:7]1)[CH2:20][CH2:21][CH3:22]. (7) Given the reactants [C:1]1([CH2:7][C:8]([NH:10][C@@H:11]2[C:35](=[O:36])[N:13]3[C:14]([C:19]([O:21][CH:22]([C:29]4[CH:34]=[CH:33][CH:32]=[CH:31][CH:30]=4)[C:23]4[CH:28]=[CH:27][CH:26]=[CH:25][CH:24]=4)=[O:20])=[C:15]([OH:18])[CH2:16][S:17][C@H:12]23)=[O:9])[CH:6]=[CH:5][CH:4]=[CH:3][CH:2]=1.[CH3:37][S:38](Cl)(=[O:40])=[O:39].C(N(C(C)C)C(C)C)C.O, predict the reaction product. The product is: [C:1]1([CH2:7][C:8]([NH:10][C@@H:11]2[C:35](=[O:36])[N:13]3[C:14]([C:19]([O:21][CH:22]([C:23]4[CH:24]=[CH:25][CH:26]=[CH:27][CH:28]=4)[C:29]4[CH:34]=[CH:33][CH:32]=[CH:31][CH:30]=4)=[O:20])=[C:15]([O:18][S:38]([CH3:37])(=[O:40])=[O:39])[CH2:16][S:17][C@H:12]23)=[O:9])[CH:6]=[CH:5][CH:4]=[CH:3][CH:2]=1. (8) Given the reactants [CH:1]1([N:6]2[C:11]3=[N:12][C:13](S(C)=O)=[N:14][CH:15]=[C:10]3[CH2:9][N:8]([C:19]3[C:24]([F:25])=[C:23]([O:26][CH3:27])[CH:22]=[C:21]([O:28][CH3:29])[C:20]=3[F:30])[C:7]2=[O:31])[CH2:5][CH2:4][CH2:3][CH2:2]1.[CH2:32]([N:34]([CH2:40][CH3:41])[CH2:35][CH2:36][CH2:37][CH2:38][NH2:39])[CH3:33], predict the reaction product. The product is: [CH:1]1([N:6]2[C:11]3=[N:12][C:13]([NH:39][CH2:38][CH2:37][CH2:36][CH2:35][N:34]([CH2:40][CH3:41])[CH2:32][CH3:33])=[N:14][CH:15]=[C:10]3[CH2:9][N:8]([C:19]3[C:24]([F:25])=[C:23]([O:26][CH3:27])[CH:22]=[C:21]([O:28][CH3:29])[C:20]=3[F:30])[C:7]2=[O:31])[CH2:5][CH2:4][CH2:3][CH2:2]1. (9) The product is: [NH2:1][C:2]1[C:11]([CH3:12])=[CH:10][C:9]([C:15]#[N:16])=[CH:8][C:3]=1[C:4]([O:6][CH3:7])=[O:5]. Given the reactants [NH2:1][C:2]1[C:11]([CH3:12])=[CH:10][C:9](Br)=[CH:8][C:3]=1[C:4]([O:6][CH3:7])=[O:5].[Cu][C:15]#[N:16].CN1CCCC1=O, predict the reaction product. (10) Given the reactants [NH2:1][C:2]1[C:7]2[C:8]([C:11]3[CH:16]=[CH:15][C:14]([NH:17][C:18]([C:20]4[N:21](C)[C:22]5[C:27]([CH:28]=4)=[CH:26][CH:25]=[CH:24][CH:23]=5)=[O:19])=[C:13]([O:30][CH3:31])[CH:12]=3)=[CH:9][S:10][C:6]=2[C:5](/[CH:32]=[CH:33]/[CH2:34][OH:35])=[CH:4][N:3]=1.CO.[BH4-].[Na+].C(=O)([O-])[O-].[Na+].[Na+], predict the reaction product. The product is: [NH2:1][C:2]1[C:7]2[C:8]([C:11]3[CH:16]=[CH:15][C:14]([NH:17][C:18]([C:20]4[NH:21][C:22]5[C:27]([CH:28]=4)=[CH:26][CH:25]=[CH:24][CH:23]=5)=[O:19])=[C:13]([O:30][CH3:31])[CH:12]=3)=[CH:9][S:10][C:6]=2[C:5]([CH2:32][CH2:33][CH2:34][OH:35])=[CH:4][N:3]=1.